From a dataset of Reaction yield outcomes from USPTO patents with 853,638 reactions. Predict the reaction yield, written as a fraction of the theoretical maximum amount of product (1.0 means a 100% yield; for example, 0.34 means a 34% yield). (1) The reactants are [CH2:1]([O:8][C:9](=[O:27])[NH:10][CH:11]([C:13]1[CH:18]=[C:17]([Cl:19])[C:16]([Cl:20])=[C:15]([CH:21]2[CH2:24][NH:23][CH2:22]2)[C:14]=1[O:25][CH3:26])[CH3:12])[C:2]1[CH:7]=[CH:6][CH:5]=[CH:4][CH:3]=1.C(N(CC)CC)C.FC(F)(F)S(O[CH2:41][C:42]([F:45])([F:44])[F:43])(=O)=O. The catalyst is C1COCC1.CCOC(C)=O. The product is [CH2:1]([O:8][C:9](=[O:27])[NH:10][CH:11]([C:13]1[CH:18]=[C:17]([Cl:19])[C:16]([Cl:20])=[C:15]([CH:21]2[CH2:22][N:23]([CH2:41][C:42]([F:45])([F:44])[F:43])[CH2:24]2)[C:14]=1[O:25][CH3:26])[CH3:12])[C:2]1[CH:3]=[CH:4][CH:5]=[CH:6][CH:7]=1. The yield is 0.920. (2) The reactants are [CH3:1][C:2](=[CH2:5])[CH2:3]O.[C:6]([O:14]CC)([O:11][CH2:12][CH3:13])(OCC)[CH3:7].C(O)(=O)CC. The catalyst is CCCCCC.C(OCC)C. The product is [CH3:3][C:2](=[CH2:1])[CH2:5][CH2:7][C:6]([O:11][CH2:12][CH3:13])=[O:14]. The yield is 0.670.